Dataset: Peptide-MHC class I binding affinity with 185,985 pairs from IEDB/IMGT. Task: Regression. Given a peptide amino acid sequence and an MHC pseudo amino acid sequence, predict their binding affinity value. This is MHC class I binding data. The peptide sequence is AEMVAKYDL. The MHC is HLA-B51:01 with pseudo-sequence HLA-B51:01. The binding affinity (normalized) is 0.0847.